This data is from NCI-60 drug combinations with 297,098 pairs across 59 cell lines. The task is: Regression. Given two drug SMILES strings and cell line genomic features, predict the synergy score measuring deviation from expected non-interaction effect. Drug 1: C1CN1P(=S)(N2CC2)N3CC3. Drug 2: N.N.Cl[Pt+2]Cl. Cell line: SK-OV-3. Synergy scores: CSS=34.4, Synergy_ZIP=-8.45, Synergy_Bliss=0.923, Synergy_Loewe=-1.26, Synergy_HSA=2.48.